This data is from Peptide-MHC class II binding affinity with 134,281 pairs from IEDB. The task is: Regression. Given a peptide amino acid sequence and an MHC pseudo amino acid sequence, predict their binding affinity value. This is MHC class II binding data. The peptide sequence is QIHQYIMALREEYFD. The MHC is HLA-DQA10301-DQB10302 with pseudo-sequence HLA-DQA10301-DQB10302. The binding affinity (normalized) is 0.731.